Dataset: Forward reaction prediction with 1.9M reactions from USPTO patents (1976-2016). Task: Predict the product of the given reaction. Given the reactants Cl[C:2]1[O:3][C:4]([C:13]2[CH:18]=[CH:17][C:16]([S:19]([NH2:22])(=[O:21])=[O:20])=[CH:15][CH:14]=2)=[C:5]([C:7]2[CH:12]=[CH:11][CH:10]=[CH:9][CH:8]=2)[N:6]=1.CN(C=O)C.C(=O)([O-])[O-].[K+].[K+].[F:34][C:35]1[CH:36]=[C:37]([C:42]2([O:48][CH3:49])[CH2:47][CH2:46][O:45][CH2:44][CH2:43]2)[CH:38]=[C:39]([OH:41])[CH:40]=1, predict the reaction product. The product is: [F:34][C:35]1[CH:40]=[C:39]([CH:38]=[C:37]([C:42]2([O:48][CH3:49])[CH2:43][CH2:44][O:45][CH2:46][CH2:47]2)[CH:36]=1)[O:41][C:2]1[O:3][C:4]([C:13]2[CH:18]=[CH:17][C:16]([S:19]([NH2:22])(=[O:21])=[O:20])=[CH:15][CH:14]=2)=[C:5]([C:7]2[CH:12]=[CH:11][CH:10]=[CH:9][CH:8]=2)[N:6]=1.